From a dataset of Full USPTO retrosynthesis dataset with 1.9M reactions from patents (1976-2016). Predict the reactants needed to synthesize the given product. (1) Given the product [F:11][C:10]1[C:2]([NH:1][C:20](=[O:21])[C:19]2[CH:23]=[CH:24][N:25]=[C:17]([CH3:16])[CH:18]=2)=[CH:3][CH:4]=[C:5]2[C:9]=1[N:8]([CH3:12])[C:7](=[O:13])[C:6]2([CH3:15])[CH3:14], predict the reactants needed to synthesize it. The reactants are: [NH2:1][C:2]1[C:10]([F:11])=[C:9]2[C:5]([C:6]([CH3:15])([CH3:14])[C:7](=[O:13])[N:8]2[CH3:12])=[CH:4][CH:3]=1.[CH3:16][C:17]1[CH:18]=[C:19]([CH:23]=[CH:24][N:25]=1)[C:20](O)=[O:21]. (2) Given the product [CH2:1]([O:3][C:4]([C:6]1[CH:14]=[C:13]([OH:15])[C:9]2[CH2:10][CH2:11][O:12][C:8]=2[CH:7]=1)=[O:5])[CH3:2], predict the reactants needed to synthesize it. The reactants are: [CH2:1]([O:3][C:4]([C:6]1[CH:14]=[C:13]([OH:15])[C:9]2[CH:10]=[CH:11][O:12][C:8]=2[CH:7]=1)=[O:5])[CH3:2].